Dataset: Forward reaction prediction with 1.9M reactions from USPTO patents (1976-2016). Task: Predict the product of the given reaction. (1) Given the reactants [C:1]1([NH2:8])[CH:6]=[CH:5][CH:4]=[CH:3][C:2]=1[NH2:7].O=[C:10]([CH2:16][CH2:17][C:18](OCC)=[O:19])[C:11]([O:13][CH2:14][CH3:15])=[O:12], predict the reaction product. The product is: [O:19]=[C:18]1[NH:8][C:1]2[C:2](=[CH:3][CH:4]=[CH:5][CH:6]=2)[N:7]=[C:17]1[CH2:16][CH2:10][C:11]([O:13][CH2:14][CH3:15])=[O:12]. (2) The product is: [CH2:9]([N:12]([S:35]([CH2:38][C:39]1[CH:40]=[CH:41][CH:42]=[CH:43][CH:44]=1)(=[O:37])=[O:36])[C:13]([CH:15]1[CH2:20][CH2:19][N:18]([C:21]2[C:22]([C:33]#[N:34])=[CH:23][C:24]([C:28]([O:30][CH2:31][CH3:32])=[O:29])=[C:25]([O:27][CH2:2][CH2:3][N:4]3[CH:8]=[CH:7][CH:6]=[CH:5]3)[N:26]=2)[CH2:17][CH2:16]1)=[O:14])[CH:10]=[CH2:11]. Given the reactants Br[CH2:2][CH2:3][N:4]1[CH:8]=[CH:7][CH:6]=[CH:5]1.[CH2:9]([N:12]([S:35]([CH2:38][C:39]1[CH:44]=[CH:43][CH:42]=[CH:41][CH:40]=1)(=[O:37])=[O:36])[C:13]([CH:15]1[CH2:20][CH2:19][N:18]([C:21]2[NH:26][C:25](=[O:27])[C:24]([C:28]([O:30][CH2:31][CH3:32])=[O:29])=[CH:23][C:22]=2[C:33]#[N:34])[CH2:17][CH2:16]1)=[O:14])[CH:10]=[CH2:11].C(=O)([O-])[O-].[K+].[K+].C(Cl)Cl, predict the reaction product. (3) Given the reactants [CH3:1][O:2][CH2:3][CH2:4][C:5](Cl)=[O:6].[NH2:8][C:9]1[C:10]([Cl:25])=[N:11][C:12]2[C:17]([C:18]=1[NH:19][CH2:20][C:21]([CH3:24])([OH:23])[CH3:22])=[CH:16][CH:15]=[CH:14][CH:13]=2, predict the reaction product. The product is: [Cl:25][C:10]1[C:9]([NH:8][C:5](=[O:6])[CH2:4][CH2:3][O:2][CH3:1])=[C:18]([NH:19][CH2:20][C:21]([OH:23])([CH3:22])[CH3:24])[C:17]2[C:12](=[CH:13][CH:14]=[CH:15][CH:16]=2)[N:11]=1.